This data is from Full USPTO retrosynthesis dataset with 1.9M reactions from patents (1976-2016). The task is: Predict the reactants needed to synthesize the given product. (1) Given the product [C@@H:27]1([O:26][CH2:37][CH2:38][NH:39][C:22](=[O:24])[CH2:21][N:16]([CH2:17][C:18](=[O:20])[NH:39][CH2:38][CH2:37][O:26][C@@H:27]2[O:35][C@@H:40]([CH3:41])[C@@H:32]([OH:33])[C@@H:30]([OH:31])[C@@H:28]2[OH:29])[C:14](=[O:15])[CH2:13][CH2:12][CH2:11][CH2:10][C:9]([O:8][CH2:1][C:2]2[CH:3]=[CH:4][CH:5]=[CH:6][CH:7]=2)=[O:25])[O:35][C@@H:34]([CH3:36])[C@@H:32]([OH:33])[C@@H:30]([OH:31])[C@@H:28]1[OH:29], predict the reactants needed to synthesize it. The reactants are: [CH2:1]([O:8][C:9](=[O:25])[CH2:10][CH2:11][CH2:12][CH2:13][C:14]([N:16]([CH2:21][C:22]([OH:24])=O)[CH2:17][C:18]([OH:20])=O)=[O:15])[C:2]1[CH:7]=[CH:6][CH:5]=[CH:4][CH:3]=1.[O:26]([CH2:37][CH2:38][NH2:39])[C@@H:27]1[O:35][C@@H:34]([CH3:36])[C@@H:32]([OH:33])[C@@H:30]([OH:31])[C@@H:28]1[OH:29].[CH2:40](Cl)[CH2:41]Cl. (2) Given the product [O:20]=[C:14]1[NH:15][C:16](=[O:19])[CH:17]=[CH:18][N:13]1[CH:11]1[CH:10]([O:21][C:22](=[O:29])[C:23]2[CH:24]=[CH:25][CH:26]=[CH:27][CH:28]=2)[CH2:9][CH:8]([CH2:7][OH:6])[O:12]1, predict the reactants needed to synthesize it. The reactants are: C([SiH2][O:6][C:7](C1C=CC=CC=1)(C1C=CC=CC=1)[CH:8]1[O:12][CH:11]([N:13]2[CH:18]=[CH:17][C:16](=[O:19])[NH:15][C:14]2=[O:20])[CH:10]([O:21][C:22](=[O:29])[C:23]2[CH:28]=[CH:27][CH:26]=[CH:25][CH:24]=2)[CH2:9]1)(C)(C)C.[F-].C([N+](CCCC)(CCCC)CCCC)CCC. (3) Given the product [F:26][C:24]([F:25])([F:27])[C:23]([N:22]([CH2:21][C:8]1([CH2:7][C:6]2[CH:5]=[CH:4][C:3]([F:2])=[CH:39][CH:38]=2)[CH2:9][CH2:10][NH:11][CH2:12][CH2:13]1)[C@@H:29]1[CH2:31][C@H:30]1[C:32]1[CH:33]=[CH:34][CH:35]=[CH:36][CH:37]=1)=[O:28], predict the reactants needed to synthesize it. The reactants are: Cl.[F:2][C:3]1[CH:39]=[CH:38][C:6]([CH2:7][C:8]2([CH2:21][N:22]([C@@H:29]3[CH2:31][C@H:30]3[C:32]3[CH:37]=[CH:36][CH:35]=[CH:34][CH:33]=3)[C:23](=[O:28])[C:24]([F:27])([F:26])[F:25])[CH2:13][CH2:12][N:11](C(OC(C)(C)C)=O)[CH2:10][CH2:9]2)=[CH:5][CH:4]=1. (4) The reactants are: [CH3:1][S:2]([C:5]1[CH:10]=[CH:9][C:8]([CH:11]([C:25]2[CH:30]=[CH:29][CH:28]=[CH:27][C:26]=2[CH3:31])[CH2:12][C:13]2([CH:18]3[CH2:23][CH2:22][CH:21]([OH:24])[CH2:20][CH2:19]3)[O:17][CH2:16][CH2:15][O:14]2)=[CH:7][CH:6]=1)(=[O:4])=[O:3].CC(OI1(OC(C)=O)(OC(C)=O)OC(=O)C2C1=CC=CC=2)=O. Given the product [CH3:1][S:2]([C:5]1[CH:10]=[CH:9][C:8]([CH:11]([C:25]2[CH:30]=[CH:29][CH:28]=[CH:27][C:26]=2[CH3:31])[CH2:12][C:13]2([CH:18]3[CH2:19][CH2:20][C:21](=[O:24])[CH2:22][CH2:23]3)[O:17][CH2:16][CH2:15][O:14]2)=[CH:7][CH:6]=1)(=[O:3])=[O:4], predict the reactants needed to synthesize it. (5) Given the product [N+:17]([C:20]1[CH:21]=[CH:22][C:23]([N:26]2[CH:30]=[CH:29][C:28]([O:31][CH2:2][C:3]3[C:8]([CH3:9])=[CH:7][CH:6]=[CH:5][C:4]=3[N:10]3[C:14](=[O:15])[N:13]([CH3:16])[N:12]=[N:11]3)=[N:27]2)=[CH:24][CH:25]=1)([O-:19])=[O:18], predict the reactants needed to synthesize it. The reactants are: Br[CH2:2][C:3]1[C:8]([CH3:9])=[CH:7][CH:6]=[CH:5][C:4]=1[N:10]1[C:14](=[O:15])[N:13]([CH3:16])[N:12]=[N:11]1.[N+:17]([C:20]1[CH:25]=[CH:24][C:23]([N:26]2[CH:30]=[CH:29][C:28]([OH:31])=[N:27]2)=[CH:22][CH:21]=1)([O-:19])=[O:18].C(=O)([O-])[O-].[K+].[K+].C(#N)C. (6) Given the product [C@@H:13]1([O:12][C:9]2[CH:10]=[CH:11][C:6]([CH2:5][OH:4])=[CH:7][C:8]=2[O:36][CH3:37])[O:30][C@H:29]([CH2:31][OH:32])[C@@H:24]([OH:25])[C@H:19]([OH:20])[C@H:14]1[OH:15], predict the reactants needed to synthesize it. The reactants are: C([O:4][CH2:5][C:6]1[CH:11]=[CH:10][C:9]([O:12][C@@H:13]2[O:30][C@H:29]([CH2:31][O:32]C(=O)C)[C@@H:24]([O:25]C(=O)C)[C@H:19]([O:20]C(=O)C)[C@H:14]2[O:15]C(=O)C)=[C:8]([O:36][CH3:37])[CH:7]=1)(=O)C.C[O-].[Na+].